Dataset: Catalyst prediction with 721,799 reactions and 888 catalyst types from USPTO. Task: Predict which catalyst facilitates the given reaction. Reactant: [CH2:1]([O:8][C:9]1[C:14](=[O:15])[CH:13]=[C:12]([CH2:16][C:17]([F:20])([F:19])[F:18])[N:11]([CH3:21])[C:10]=1[CH2:22]O)[C:2]1[CH:7]=[CH:6][CH:5]=[CH:4][CH:3]=1.S(Cl)([Cl:26])=O. Product: [CH2:1]([O:8][C:9]1[C:14](=[O:15])[CH:13]=[C:12]([CH2:16][C:17]([F:20])([F:19])[F:18])[N:11]([CH3:21])[C:10]=1[CH2:22][Cl:26])[C:2]1[CH:7]=[CH:6][CH:5]=[CH:4][CH:3]=1. The catalyst class is: 10.